From a dataset of Reaction yield outcomes from USPTO patents with 853,638 reactions. Predict the reaction yield, written as a fraction of the theoretical maximum amount of product (1.0 means a 100% yield; for example, 0.34 means a 34% yield). (1) The product is [Cl:19][C:20]1[CH:21]=[C:22]2[C:26](=[CH:27][CH:28]=1)[NH:25][C:24]([CH3:29])=[C:23]2[CH2:30][CH2:31][NH:32][C:10]([C:7]1[CH:6]=[C:5]([CH2:4][C:3]2[CH:13]=[C:14]([F:17])[CH:15]=[CH:16][C:2]=2[F:1])[O:9][N:8]=1)=[O:12]. The yield is 0.620. The reactants are [F:1][C:2]1[CH:16]=[CH:15][C:14]([F:17])=[CH:13][C:3]=1[CH2:4][C:5]1[O:9][N:8]=[C:7]([C:10]([OH:12])=O)[CH:6]=1.Cl.[Cl:19][C:20]1[CH:21]=[C:22]2[C:26](=[CH:27][CH:28]=1)[NH:25][C:24]([CH3:29])=[C:23]2[CH2:30][CH2:31][NH2:32].CN(C(ON1N=NC2C=CC=NC1=2)=[N+](C)C)C.F[P-](F)(F)(F)(F)F.C(N(CC)C(C)C)(C)C. The catalyst is CN(C=O)C. (2) The reactants are C(OC1C(F)=CC=C2C=1C(CCN(C)C)=CN2)C1C=CC=CC=1.[CH2:24]([N:26]1[C:34]2[C:29](=[C:30]([OH:36])[CH:31]=[C:32]([F:35])[CH:33]=2)[C:28]([CH2:37][C:38]([N:40]2[CH2:45][CH2:44][O:43][CH2:42][CH2:41]2)=O)=[CH:27]1)[CH3:25]. No catalyst specified. The product is [CH2:24]([N:26]1[C:34]2[CH:33]=[C:32]([F:35])[CH:31]=[C:30]([OH:36])[C:29]=2[C:28]([CH2:37][CH2:38][N:40]2[CH2:45][CH2:44][O:43][CH2:42][CH2:41]2)=[CH:27]1)[CH3:25]. The yield is 0.270. (3) The reactants are [CH3:1][O:2][C:3]1[CH:4]=[C:5]([C:11]2([CH2:16][NH2:17])[CH2:15][CH2:14][CH2:13][CH2:12]2)[CH:6]=[CH:7][C:8]=1[O:9][CH3:10].C(N(CC)CC)C.[O:25]1[C:29]2[CH:30]=[CH:31][CH:32]=[CH:33][C:28]=2[CH:27]=[C:26]1[C:34](Cl)=[O:35]. The catalyst is O1CCOCC1. The product is [CH3:1][O:2][C:3]1[CH:4]=[C:5]([C:11]2([CH2:16][NH:17][C:34]([C:26]3[O:25][C:29]4[CH:30]=[CH:31][CH:32]=[CH:33][C:28]=4[CH:27]=3)=[O:35])[CH2:12][CH2:13][CH2:14][CH2:15]2)[CH:6]=[CH:7][C:8]=1[O:9][CH3:10]. The yield is 0.780. (4) The reactants are [NH2:1][C:2]1[CH:7]=[CH:6][CH:5]=[CH:4][C:3]=1[C:8]1[NH:9][C:10]2[C:15]([CH:16]=1)=[CH:14][CH:13]=[CH:12][CH:11]=2.[OH:17][C:18]1[CH:19]=[C:20]([CH:24]=[CH:25][C:26]=1[OH:27])[C:21](O)=[O:22]. No catalyst specified. The product is [OH:17][C:18]1[CH:19]=[C:20]([CH:24]=[CH:25][C:26]=1[OH:27])[C:21]([NH:1][C:2]1[CH:7]=[CH:6][CH:5]=[CH:4][C:3]=1[C:8]1[NH:9][C:10]2[C:15]([CH:16]=1)=[CH:14][CH:13]=[CH:12][CH:11]=2)=[O:22]. The yield is 0.540.